From a dataset of Full USPTO retrosynthesis dataset with 1.9M reactions from patents (1976-2016). Predict the reactants needed to synthesize the given product. (1) The reactants are: [C:1](Cl)(=[O:5])[C:2]([CH3:4])=[CH2:3].[CH3:7][C:8]1([CH3:29])[C:16]2[C:11](=[CH:12][C:13]([OH:17])=[CH:14][CH:15]=2)[C:10]2([C:25]3[C:20](=[CH:21][CH:22]=[C:23]([OH:26])[CH:24]=3)[C:19]([CH3:28])([CH3:27])[CH2:18]2)[CH2:9]1.C(N(CC)CC)C. Given the product [C:1]([OH:5])(=[O:17])[C:2]([CH3:4])=[CH2:3].[C:1]([OH:5])(=[O:17])[C:2]([CH3:4])=[CH2:3].[CH3:27][C:19]1([CH3:28])[C:20]2[C:25](=[CH:24][C:23]([OH:26])=[CH:22][CH:21]=2)[C:10]2([C:11]3[C:16](=[CH:15][CH:14]=[C:13]([OH:17])[CH:12]=3)[C:8]([CH3:29])([CH3:7])[CH2:9]2)[CH2:18]1, predict the reactants needed to synthesize it. (2) Given the product [F:36][C:37]([F:42])([F:41])[C:38]([OH:40])=[O:39].[NH2:8][CH2:9][CH2:10][CH2:11][NH:12][S:13]([C:16]1[C:17]([OH:35])=[C:18]([NH:23][C:24]([NH:26][C:27]2[CH:32]=[CH:31][CH:30]=[C:29]([Cl:33])[C:28]=2[Cl:34])=[O:25])[CH:19]=[CH:20][C:21]=1[Cl:22])(=[O:14])=[O:15], predict the reactants needed to synthesize it. The reactants are: C(OC([NH:8][CH2:9][CH2:10][CH2:11][NH:12][S:13]([C:16]1[C:17]([OH:35])=[C:18]([NH:23][C:24]([NH:26][C:27]2[CH:32]=[CH:31][CH:30]=[C:29]([Cl:33])[C:28]=2[Cl:34])=[O:25])[CH:19]=[CH:20][C:21]=1[Cl:22])(=[O:15])=[O:14])=O)(C)(C)C.[F:36][C:37]([F:42])([F:41])[C:38]([OH:40])=[O:39]. (3) Given the product [O:53]1[CH2:54][CH2:55][CH2:56][CH2:57][CH:52]1[N:42]1[C:41]2[CH:40]=[C:39]([OH:38])[CH:51]=[CH:50][C:49]=2[C:48]2[C:43]1=[CH:44][CH:45]=[CH:46][CH:47]=2, predict the reactants needed to synthesize it. The reactants are: CC1C=C(C)N(C2C=C(C=CC=2)OC2C=CC3C4C(=CC=CC=4)NC=3C=2)N=1.CC1C=C(C)N(C2C=C(C=CC=2)[O:38][C:39]2[CH:51]=[CH:50][C:49]3[C:48]4[C:43](=[CH:44][CH:45]=[CH:46][CH:47]=4)[N:42]([CH:52]4[CH2:57][CH2:56][CH2:55][CH2:54][O:53]4)[C:41]=3[CH:40]=2)N=1.S(O)(C)(=O)=O.C(=O)(O)[O-].[Na+]. (4) Given the product [NH2:18][C:15]1[CH:14]=[CH:13][C:12]([CH:10]2[CH2:9][N:8]([C:6]([O:5][C:1]([CH3:4])([CH3:3])[CH3:2])=[O:7])[CH2:11]2)=[CH:17][CH:16]=1, predict the reactants needed to synthesize it. The reactants are: [C:1]([O:5][C:6]([N:8]1[CH2:11][CH:10]([C:12]2[CH:17]=[CH:16][C:15]([N+:18]([O-])=O)=[CH:14][CH:13]=2)[CH2:9]1)=[O:7])([CH3:4])([CH3:3])[CH3:2]. (5) Given the product [F:13][C:14]1[CH:19]=[CH:18][CH:17]=[CH:16][C:15]=1[C:2]1[CH:7]=[CH:6][N:5]2[N:8]=[CH:9][C:10]([CH:11]=[O:12])=[C:4]2[N:3]=1, predict the reactants needed to synthesize it. The reactants are: Cl[C:2]1[CH:7]=[CH:6][N:5]2[N:8]=[CH:9][C:10]([CH:11]=[O:12])=[C:4]2[N:3]=1.[F:13][C:14]1[CH:19]=[CH:18][CH:17]=[CH:16][C:15]=1B(O)O.C(=O)([O-])[O-].[Cs+].[Cs+].O. (6) Given the product [CH3:1][O:2][C:3]([NH:5][C@@H:6]([CH:7]([CH3:9])[CH3:8])[C:10]([N:12]1[C@H:17]([C:18]2[NH:22][C:21]3[C:23]4[C:28]([CH:29]=[CH:30][C:20]=3[N:19]=2)=[CH:27][C:26]2[C:31]3[C:36]([CH2:37][O:38][C:25]=2[CH:24]=4)=[CH:35][C:34]([C:39]2[NH:43][C:42]([C@@H:44]4[CH2:48][C@H:47]([CH2:49][O:50][CH3:51])[CH2:46][N:45]4[C:66](=[O:68])[C@H:65]([NH:64][C:62](=[O:63])[O:61][CH3:60])[C:69]4[CH:74]=[CH:73][CH:72]=[CH:71][CH:70]=4)=[N:41][CH:40]=2)=[CH:33][CH:32]=3)[CH2:16][C@H:15]2[C@@H:13]1[CH2:14]2)=[O:11])=[O:4], predict the reactants needed to synthesize it. The reactants are: [CH3:1][O:2][C:3]([NH:5][C@H:6]([C:10]([N:12]1[C@H:17]([C:18]2[NH:22][C:21]3[C:23]4[C:28]([CH:29]=[CH:30][C:20]=3[N:19]=2)=[CH:27][C:26]2[C:31]3[C:36]([CH2:37][O:38][C:25]=2[CH:24]=4)=[CH:35][C:34]([C:39]2[NH:43][C:42]([C@@H:44]4[CH2:48][C@H:47]([CH2:49][O:50][CH3:51])[CH2:46][N:45]4C(OC(C)(C)C)=O)=[N:41][CH:40]=2)=[CH:33][CH:32]=3)[CH2:16][C@H:15]2[C@@H:13]1[CH2:14]2)=[O:11])[CH:7]([CH3:9])[CH3:8])=[O:4].Cl.[CH3:60][O:61][C:62]([NH:64][C@H:65]([C:69]1[CH:74]=[CH:73][CH:72]=[CH:71][CH:70]=1)[C:66]([OH:68])=O)=[O:63].CCN(C(C)C)C(C)C.CCOC(C(C#N)=NOC(N1CCOCC1)=[N+](C)C)=O.F[P-](F)(F)(F)(F)F. (7) Given the product [CH3:23][N:15]1[C:9]2[CH:8]=[CH:7][C:6]([N+:3]([O-:5])=[O:4])=[C:17]([O:18][CH:19]([CH3:21])[CH3:20])[C:10]=2[CH2:11][CH2:12][CH2:13][C:14]1=[O:16], predict the reactants needed to synthesize it. The reactants are: [H-].[Na+].[N+:3]([C:6]1[CH:7]=[CH:8][C:9]2[NH:15][C:14](=[O:16])[CH2:13][CH2:12][CH2:11][C:10]=2[C:17]=1[O:18][CH:19]([CH3:21])[CH3:20])([O-:5])=[O:4].I[CH3:23]. (8) Given the product [N:10]1[C:11]2[C:6](=[CH:5][CH:4]=[CH:13][CH:12]=2)[CH:7]=[CH:8][CH:9]=1, predict the reactants needed to synthesize it. The reactants are: C([C:4]1[CH:5]=[C:6]2[C:11](=[C:12](C3C=CC=C(SC)C=3)[CH:13]=1)[N:10]=[CH:9][CH:8]=[CH:7]2)(C)C.OOS([O-])=O.[K+]. (9) Given the product [Br:1][C:2]1[CH:3]=[CH:4][C:5]([C:8]2[CH2:14][C:13]([CH3:15])([C:12]([O:17][CH2:18][CH3:19])=[O:16])[O:10][N:9]=2)=[N:6][CH:7]=1, predict the reactants needed to synthesize it. The reactants are: [Br:1][C:2]1[CH:3]=[CH:4][C:5]([C:8](Cl)=[N:9][OH:10])=[N:6][CH:7]=1.[C:12]([O:17][CH2:18][CH3:19])(=[O:16])[C:13]([CH3:15])=[CH2:14].C(N(CC)CC)C.CCCCCC. (10) Given the product [NH2:1][C:2]1[N:7]([C:8]2[CH:9]=[CH:10][C:11]([CH2:14][CH2:15][NH:41][C@@H:37]([C:34]3[CH:33]=[CH:32][CH:31]=[CH:36][CH:35]=3)[C:38]([O:40][C:3]([CH3:22])([CH3:4])[CH3:2])=[O:39])=[CH:12][CH:13]=2)[C:6](=[O:21])[CH:5]=[CH:4][C:3]=1[C:22]([C:23]1[CH:24]=[CH:25][C:26]([F:29])=[CH:27][CH:28]=1)=[O:30], predict the reactants needed to synthesize it. The reactants are: [NH2:1][C:2]1[N:7]([C:8]2[CH:13]=[CH:12][C:11]([CH2:14][CH2:15]OS(C)(=O)=O)=[CH:10][CH:9]=2)[C:6](=[O:21])[CH:5]=[CH:4][C:3]=1[C:22](=[O:30])[C:23]1[CH:28]=[CH:27][C:26]([F:29])=[CH:25][CH:24]=1.[CH:31]1[CH:36]=[CH:35][C:34]([C@H:37]([NH2:41])[C:38]([OH:40])=[O:39])=[CH:33][CH:32]=1.